The task is: Regression. Given a peptide amino acid sequence and an MHC pseudo amino acid sequence, predict their binding affinity value. This is MHC class II binding data.. This data is from Peptide-MHC class II binding affinity with 134,281 pairs from IEDB. (1) The peptide sequence is AMRDMAGRFEVHAQT. The MHC is DRB1_0802 with pseudo-sequence DRB1_0802. The binding affinity (normalized) is 0.406. (2) The peptide sequence is LTLPWQSGSGGVWRE. The MHC is DRB1_1302 with pseudo-sequence DRB1_1302. The binding affinity (normalized) is 0.0148. (3) The peptide sequence is GELQYVDKIDAAFKI. The MHC is DRB1_0101 with pseudo-sequence DRB1_0101. The binding affinity (normalized) is 0.619. (4) The peptide sequence is PLTHTIGTSVEESEM. The MHC is HLA-DQA10201-DQB10303 with pseudo-sequence HLA-DQA10201-DQB10303. The binding affinity (normalized) is 0.561. (5) The peptide sequence is TARRHLAEGKVDTGV. The MHC is DRB1_1301 with pseudo-sequence DRB1_1301. The binding affinity (normalized) is 0.358. (6) The binding affinity (normalized) is 0.198. The peptide sequence is KGDEQKLRSAGELEL. The MHC is HLA-DPA10301-DPB10402 with pseudo-sequence HLA-DPA10301-DPB10402. (7) The peptide sequence is KKDLISYGGGWRLSA. The MHC is DRB1_1501 with pseudo-sequence DRB1_1501. The binding affinity (normalized) is 0.833. (8) The peptide sequence is MASSSSVLLVVALFA. The binding affinity (normalized) is 0.0759. The MHC is DRB3_0202 with pseudo-sequence DRB3_0202. (9) The peptide sequence is NNKYAASSYLSLTPE. The MHC is HLA-DQA10301-DQB10302 with pseudo-sequence HLA-DQA10301-DQB10302. The binding affinity (normalized) is 0.286. (10) The peptide sequence is EKIYFAATQFEPLAA. The MHC is HLA-DPA10103-DPB10401 with pseudo-sequence HLA-DPA10103-DPB10401. The binding affinity (normalized) is 1.00.